From a dataset of Reaction yield outcomes from USPTO patents with 853,638 reactions. Predict the reaction yield, written as a fraction of the theoretical maximum amount of product (1.0 means a 100% yield; for example, 0.34 means a 34% yield). (1) The reactants are [CH2:1]([N:6]1[CH:10]=[C:9]([C:11]2[CH:12]=[CH:13][C:14]3[N:15]([CH:17]=[CH:18][N:19]=3)[N:16]=2)[CH:8]=[N:7]1)[C:2]([CH3:5])([CH3:4])[CH3:3].[Cl:20]N1C(=O)CCC1=O. The catalyst is CN(C=O)C.CCOC(C)=O. The product is [Cl:20][C:17]1[N:15]2[N:16]=[C:11]([C:9]3[CH:8]=[N:7][N:6]([CH2:1][C:2]([CH3:5])([CH3:4])[CH3:3])[CH:10]=3)[CH:12]=[CH:13][C:14]2=[N:19][CH:18]=1. The yield is 0.150. (2) The reactants are [F:1][C:2]1[C:3]([NH:24][C:25]2[CH:30]=[CH:29][C:28]([I:31])=[CH:27][C:26]=2[F:32])=[C:4]([CH:12]=[C:13](/[CH:16]=[N:17]/[O:18][CH2:19][C:20](=[O:23])[NH:21][CH3:22])[C:14]=1[F:15])[C:5]([NH:7][O:8][CH2:9][CH2:10][OH:11])=[O:6].ClC(Cl)C(O)=O. The catalyst is C(Cl)Cl. The product is [F:1][C:2]1[C:3]([NH:24][C:25]2[CH:30]=[CH:29][C:28]([I:31])=[CH:27][C:26]=2[F:32])=[C:4]([CH:12]=[C:13]([CH2:16][NH:17][O:18][CH2:19][C:20](=[O:23])[NH:21][CH3:22])[C:14]=1[F:15])[C:5]([NH:7][O:8][CH2:9][CH2:10][OH:11])=[O:6]. The yield is 0.530. (3) The reactants are [CH2:1]1[CH2:6][C@H:5]([C:7]([OH:9])=[O:8])[CH2:4][CH2:3][C@H:2]1[CH2:10][NH2:11].[C:12]([O:18][CH:19]([O:21][C:22](ON1C(=O)CCC1=O)=[O:23])[CH3:20])(=[O:17])[CH2:13][CH2:14][CH2:15][CH3:16]. The catalyst is CC(OC)(C)C.CC(C)=O.O. The product is [C:12]([O:18][CH:19]([O:21][C:22]([NH:11][CH2:10][C@H:2]1[CH2:3][CH2:4][C@H:5]([C:7]([OH:9])=[O:8])[CH2:6][CH2:1]1)=[O:23])[CH3:20])(=[O:17])[CH2:13][CH2:14][CH2:15][CH3:16]. The yield is 0.160.